This data is from Forward reaction prediction with 1.9M reactions from USPTO patents (1976-2016). The task is: Predict the product of the given reaction. (1) The product is: [ClH:35].[C:32]([CH2:31][C:28]1[CH:29]=[CH:30][C:25]([CH2:24][N:14]2[C:15]3[C:20](=[CH:19][CH:18]=[CH:17][CH:16]=3)[C:21]3[CH2:22][CH2:23][NH:11][CH2:12][C:13]2=3)=[CH:26][CH:27]=1)([OH:34])=[O:33]. Given the reactants C(OC([N:11]1[CH2:23][CH2:22][C:21]2[C:20]3[C:15](=[CH:16][CH:17]=[CH:18][CH:19]=3)[N:14]([CH2:24][C:25]3[CH:30]=[CH:29][C:28]([CH2:31][C:32]([OH:34])=[O:33])=[CH:27][CH:26]=3)[C:13]=2[CH2:12]1)=O)C1C=CC=CC=1.[ClH:35], predict the reaction product. (2) Given the reactants [C:1]1([CH3:14])[CH:6]=[CH:5][C:4]([NH:7][CH2:8][C:9]([O:11][CH2:12][CH3:13])=[O:10])=[CH:3][CH:2]=1.ClC1C(=O)C(C#N)=C(C#N)C(=[O:23])C=1Cl, predict the reaction product. The product is: [CH:14]([C:1]1[CH:6]=[CH:5][C:4]([NH:7][CH2:8][C:9]([O:11][CH2:12][CH3:13])=[O:10])=[CH:3][CH:2]=1)=[O:23]. (3) The product is: [Cl:1][C:2]1[CH:9]=[CH:8][CH:7]=[CH:6][C:3]=1[CH2:4][NH:5][C:11](=[O:12])[O:13][CH2:14][CH3:15]. Given the reactants [Cl:1][C:2]1[CH:9]=[CH:8][CH:7]=[CH:6][C:3]=1[CH2:4][NH2:5].Cl[C:11]([O:13][CH2:14][CH3:15])=[O:12].Cl, predict the reaction product. (4) Given the reactants [CH:1]1([CH2:7][N:8]2[C:16]3[C:11](=[N:12][CH:13]=[C:14]([C:17]4[CH:25]=[CH:24][C:20]([C:21](O)=[O:22])=[CH:19][CH:18]=4)[N:15]=3)[NH:10][C:9]2=[O:26])[CH2:6][CH2:5][CH2:4][CH2:3][CH2:2]1.C1(CN2C3C(=N[CH:39]=[C:40]([C:43]4C=CC(C(OC)=O)=CC=4)[N:41]=3)NC2=O)CCCCC1, predict the reaction product. The product is: [CH:1]1([CH2:7][N:8]2[C:16]3[C:11](=[N:12][CH:13]=[C:14]([C:17]4[CH:18]=[CH:19][C:20]([C:21]([NH:41][CH:40]([CH3:43])[CH3:39])=[O:22])=[CH:24][CH:25]=4)[N:15]=3)[NH:10][C:9]2=[O:26])[CH2:2][CH2:3][CH2:4][CH2:5][CH2:6]1.